From a dataset of Reaction yield outcomes from USPTO patents with 853,638 reactions. Predict the reaction yield, written as a fraction of the theoretical maximum amount of product (1.0 means a 100% yield; for example, 0.34 means a 34% yield). (1) The reactants are C(OC([NH:11][C:12]1[CH:13]=[C:14]([S:25]([NH2:28])(=[O:27])=[O:26])[CH:15]=[CH:16][C:17]=1[C:18]([O:20]C(C)(C)C)=[O:19])=O)C1C=CC=CC=1.[Cl:29][C:30]1[CH:45]=[C:34]([C:35](OCC2C=CC=CC=2)=[O:36])[C:33]([NH:46][C:47](OC2C=CC=CC=2)=[O:48])=[CH:32][CH:31]=1. No catalyst specified. The product is [Cl:29][C:30]1[CH:45]=[C:34]2[C:33](=[CH:32][CH:31]=1)[NH:46][C:47](=[O:48])[N:28]([S:25]([C:14]1[CH:13]=[C:12]([NH2:11])[C:17](=[CH:16][CH:15]=1)[C:18]([OH:20])=[O:19])(=[O:26])=[O:27])[C:35]2=[O:36]. The yield is 0.260. (2) The reactants are [Br:1][C:2]([Br:16])([Br:15])[S:3]([C:6]1[CH:7]=[C:8]([CH:12]=[CH:13][CH:14]=1)[C:9](O)=[O:10])(=[O:5])=[O:4].S(Cl)([Cl:19])=O. The catalyst is CN(C)C=O. The product is [Br:1][C:2]([Br:16])([Br:15])[S:3]([C:6]1[CH:7]=[C:8]([CH:12]=[CH:13][CH:14]=1)[C:9]([Cl:19])=[O:10])(=[O:5])=[O:4]. The yield is 0.940.